Dataset: Forward reaction prediction with 1.9M reactions from USPTO patents (1976-2016). Task: Predict the product of the given reaction. (1) Given the reactants [F:1][C:2]([F:19])([F:18])[C:3]([N:5]1[CH2:11][CH:10]([CH3:12])[C:9]2[CH:13]=[C:14]([Cl:17])[CH:15]=[CH:16][C:8]=2[CH2:7][CH2:6]1)=[O:4].[B-](F)(F)(F)[F:21].[B-](F)(F)(F)F.C1[N+]2(CCl)CC[N+](F)(CC2)C1.FC(F)(F)S(O)(=O)=O.O, predict the reaction product. The product is: [F:19][C:2]([F:18])([F:1])[C:3]([N:5]1[CH2:11][CH:10]([CH3:12])[C:9]2[C:13]([F:21])=[C:14]([Cl:17])[CH:15]=[CH:16][C:8]=2[CH2:7][CH2:6]1)=[O:4]. (2) Given the reactants [N:1]([C:4]1[C:9]([F:10])=[CH:8][N:7]=[CH:6][C:5]=1/[CH:11]=[N:12]/[C:13]1[C:18]([F:19])=[CH:17][CH:16]=[CH:15][C:14]=1[Cl:20])=[N+]=[N-], predict the reaction product. The product is: [Cl:20][C:14]1[CH:15]=[CH:16][CH:17]=[C:18]([F:19])[C:13]=1[N:12]1[CH:11]=[C:5]2[CH:6]=[N:7][CH:8]=[C:9]([F:10])[C:4]2=[N:1]1. (3) The product is: [C:1]([C:4]1[CH:5]=[CH:6][C:7]([S:10]([NH:13][C:14]2[CH:15]=[CH:16][C:17]([OH:20])=[CH:18][CH:19]=2)(=[O:12])=[O:11])=[CH:8][CH:9]=1)(=[O:3])[CH3:2]. Given the reactants [C:1]([C:4]1[CH:9]=[CH:8][C:7]([S:10]([NH:13][C:14]2[CH:19]=[CH:18][C:17]([O:20]C)=[CH:16][CH:15]=2)(=[O:12])=[O:11])=[CH:6][CH:5]=1)(=[O:3])[CH3:2].B(Br)(Br)Br.CO.CC#N, predict the reaction product.